From a dataset of Forward reaction prediction with 1.9M reactions from USPTO patents (1976-2016). Predict the product of the given reaction. (1) The product is: [C:1]([O:9][C:10]1[CH:15]=[CH:14][C:13]2[O:16][C:18]([NH:20][C:21]3[CH:26]=[CH:25][C:24]([Cl:27])=[CH:23][CH:22]=3)=[N:17][C:12]=2[CH:11]=1)(=[O:8])[C:2]1[CH:7]=[CH:6][CH:5]=[CH:4][CH:3]=1. Given the reactants [C:1]([O:9][C:10]1[CH:15]=[CH:14][C:13]([OH:16])=[C:12]([NH:17][C:18]([NH:20][C:21]2[CH:26]=[CH:25][C:24]([Cl:27])=[CH:23][CH:22]=2)=S)[CH:11]=1)(=[O:8])[C:2]1[CH:7]=[CH:6][CH:5]=[CH:4][CH:3]=1.C(Cl)CCl, predict the reaction product. (2) The product is: [C:19]1([CH2:18][C:17]([O:16][CH2:15][CH2:14][CH:11]2[CH2:12][CH2:13][NH:8][CH2:9][CH2:10]2)=[O:25])[CH:24]=[CH:23][CH:22]=[CH:21][CH:20]=1. Given the reactants C(OC([N:8]1[CH2:13][CH2:12][CH:11]([CH2:14][CH2:15][O:16][C:17](=[O:25])[CH2:18][C:19]2[CH:24]=[CH:23][CH:22]=[CH:21][CH:20]=2)[CH2:10][CH2:9]1)=O)(C)(C)C.Cl.CCOCC, predict the reaction product. (3) Given the reactants N(OC(C)(C)C)=O.[CH2:8]([O:10][C:11](=[O:28])[CH:12]([NH:18][C:19]([C:21]1[CH:26]=[CH:25][C:24](N)=[CH:23][N:22]=1)=[O:20])[C:13]([O:15][CH2:16][CH3:17])=[O:14])[CH3:9].Cl.C(Cl)(Cl)[Cl:31], predict the reaction product. The product is: [CH2:8]([O:10][C:11](=[O:28])[CH:12]([NH:18][C:19]([C:21]1[CH:26]=[CH:25][C:24]([Cl:31])=[CH:23][N:22]=1)=[O:20])[C:13]([O:15][CH2:16][CH3:17])=[O:14])[CH3:9]. (4) Given the reactants [CH2:1]([C:8]1[CH:9]=[N:10][C:11]2[C:16]([C:17]=1[C:18]1[CH:19]=[C:20]([NH2:24])[CH:21]=[CH:22][CH:23]=1)=[CH:15][CH:14]=[CH:13][C:12]=2[C:25]([F:28])([F:27])[F:26])[C:2]1[CH:7]=[CH:6][CH:5]=[CH:4][CH:3]=1.[O:29]1[CH:33]=[CH:32][C:31]([CH:34]=O)=[CH:30]1, predict the reaction product. The product is: [CH2:1]([C:8]1[CH:9]=[N:10][C:11]2[C:16]([C:17]=1[C:18]1[CH:19]=[C:20]([NH:24][CH2:34][C:31]3[CH:32]=[CH:33][O:29][CH:30]=3)[CH:21]=[CH:22][CH:23]=1)=[CH:15][CH:14]=[CH:13][C:12]=2[C:25]([F:28])([F:26])[F:27])[C:2]1[CH:3]=[CH:4][CH:5]=[CH:6][CH:7]=1.